This data is from Forward reaction prediction with 1.9M reactions from USPTO patents (1976-2016). The task is: Predict the product of the given reaction. (1) Given the reactants [CH2:1]([O:3][C:4]1[CH:5]=[C:6]2[C:11](=[C:12]3[CH2:16][C:15]([CH3:18])([CH3:17])[O:14][C:13]=13)[C:10]([C:19]1[CH:24]=[CH:23][CH:22]=[CH:21][CH:20]=1)=[N:9][C:8]([CH3:27])([CH2:25][NH2:26])[CH2:7]2)[CH3:2].[OH-].[Na+].[Cl:30][CH2:31][C:32](Cl)=[O:33].O, predict the reaction product. The product is: [Cl:30][CH2:31][C:32]([NH:26][CH2:25][C:8]1([CH3:27])[CH2:7][C:6]2[C:11](=[C:12]3[CH2:16][C:15]([CH3:18])([CH3:17])[O:14][C:13]3=[C:4]([O:3][CH2:1][CH3:2])[CH:5]=2)[C:10]([C:19]2[CH:24]=[CH:23][CH:22]=[CH:21][CH:20]=2)=[N:9]1)=[O:33]. (2) Given the reactants [Br:1][C:2]1[CH:7]=[CH:6][C:5]([C:8](=[NH:10])[O-:9])=[CH:4][CH:3]=1.[CH2:11](N(CC)CC)[CH3:12].[C:18]1([C:28](Cl)=[O:29])[C:27]2[C:22](=[CH:23][CH:24]=[CH:25][CH:26]=2)[CH:21]=[CH:20][CH:19]=1, predict the reaction product. The product is: [Br:1][C:2]1[CH:7]=[CH:6][C:5]([C:8](=[N:10][C:28]([C:18]2[C:27]3[C:22](=[CH:23][CH:24]=[CH:25][CH:26]=3)[CH:21]=[CH:20][CH:19]=2)=[O:29])[O:9][CH2:11][CH3:12])=[CH:4][CH:3]=1.